Predict the product of the given reaction. From a dataset of Forward reaction prediction with 1.9M reactions from USPTO patents (1976-2016). (1) Given the reactants CN(C(ON1N=NC2C=CC=NC1=2)=[N+](C)C)C.F[P-](F)(F)(F)(F)F.[F:25][C:26]1[NH:31][C:30](=[N:32][NH2:33])[CH:29]=[C:28]([C:34]2[CH:39]=[CH:38][N:37]=[C:36]([NH:40][C:41]3[N:42]([CH3:46])[N:43]=[CH:44][CH:45]=3)[N:35]=2)[CH:27]=1.[CH2:47]([CH:54]([CH2:58][O:59][Si:60]([C:63]([CH3:66])([CH3:65])[CH3:64])([CH3:62])[CH3:61])[C:55](O)=[O:56])[C:48]1[CH:53]=[CH:52][CH:51]=[CH:50][CH:49]=1, predict the reaction product. The product is: [CH2:47]([CH:54]([CH2:58][O:59][Si:60]([C:63]([CH3:66])([CH3:65])[CH3:64])([CH3:61])[CH3:62])[C:55]([NH:33][N:32]=[C:30]1[CH:29]=[C:28]([C:34]2[CH:39]=[CH:38][N:37]=[C:36]([NH:40][C:41]3[N:42]([CH3:46])[N:43]=[CH:44][CH:45]=3)[N:35]=2)[CH:27]=[C:26]([F:25])[NH:31]1)=[O:56])[C:48]1[CH:53]=[CH:52][CH:51]=[CH:50][CH:49]=1. (2) Given the reactants [F:1][C:2]1[CH:3]=[C:4]([C:8]2([CH2:24][CH2:25][N:26]3[C@H:31]4[CH2:32][CH2:33][C@@H:27]3[CH2:28][CH:29]([N:34]3[C:38]5[CH:39]=[CH:40][CH:41]=[CH:42][C:37]=5[N:36]=[C:35]3[CH3:43])[CH2:30]4)[CH2:13][CH2:12][N:11]([C:14](=[O:23])[C:15]([CH3:22])([CH3:21])[C:16]([O:18]CC)=[O:17])[CH2:10][CH2:9]2)[CH:5]=[CH:6][CH:7]=1.[OH-].[Na+], predict the reaction product. The product is: [F:1][C:2]1[CH:3]=[C:4]([C:8]2([CH2:24][CH2:25][N:26]3[C@H:27]4[CH2:33][CH2:32][C@@H:31]3[CH2:30][CH:29]([N:34]3[C:38]5[CH:39]=[CH:40][CH:41]=[CH:42][C:37]=5[N:36]=[C:35]3[CH3:43])[CH2:28]4)[CH2:13][CH2:12][N:11]([C:14](=[O:23])[C:15]([CH3:21])([CH3:22])[C:16]([OH:18])=[O:17])[CH2:10][CH2:9]2)[CH:5]=[CH:6][CH:7]=1.